This data is from Reaction yield outcomes from USPTO patents with 853,638 reactions. The task is: Predict the reaction yield, written as a fraction of the theoretical maximum amount of product (1.0 means a 100% yield; for example, 0.34 means a 34% yield). (1) The product is [C-:68]([S:69]([C:72]([F:75])([F:73])[F:74])(=[O:71])=[O:70])([S:83]([C:86]([F:87])([F:88])[F:89])(=[O:84])=[O:85])[S:76]([C:79]([F:82])([F:81])[F:80])(=[O:77])=[O:78].[CH2:12]([N:16]1[C:24]2[CH:23]=[CH:22][C:21]3[CH:25]=[CH:26][CH:27]=[CH:28][C:20]=3[C:19]=2[C:18]([CH3:29])([CH3:30])[C:17]1=[CH:31][CH:32]=[C:33]1[CH2:37][CH2:36][C:35]([CH:38]=[CH:39][C:40]2[C:48]([CH3:49])([CH3:50])[C:47]3[C:46]4[CH:51]=[CH:52][CH:53]=[CH:54][C:45]=4[CH:44]=[CH:43][C:42]=3[NH+:41]=2)=[C:34]1[S:59]([C:62]1[CH:63]=[CH:64][CH:65]=[CH:66][CH:67]=1)(=[O:61])=[O:60])[CH2:13][CH2:14][CH3:15]. The yield is 0.920. The catalyst is O.C(C(C)=O)C(C)C. The reactants are C1(C)C=CC(S([O-])(=O)=O)=CC=1.[CH2:12]([N+:16]1[C:24]2[CH:23]=[CH:22][C:21]3[CH:25]=[CH:26][CH:27]=[CH:28][C:20]=3[C:19]=2[C:18]([CH3:30])([CH3:29])[C:17]=1[CH:31]=[CH:32][C:33]1[CH2:37][CH2:36][C:35](=[CH:38][CH:39]=[C:40]2[C:48]([CH3:50])([CH3:49])[C:47]3[C:46]4[CH:51]=[CH:52][CH:53]=[CH:54][C:45]=4[CH:44]=[CH:43][C:42]=3[N:41]2CCCC)[C:34]=1[S:59]([C:62]1[CH:67]=[CH:66][CH:65]=[CH:64][CH:63]=1)(=[O:61])=[O:60])[CH2:13][CH2:14][CH3:15].[C-:68]([S:83]([C:86]([F:89])([F:88])[F:87])(=[O:85])=[O:84])([S:76]([C:79]([F:82])([F:81])[F:80])(=[O:78])=[O:77])[S:69]([C:72]([F:75])([F:74])[F:73])(=[O:71])=[O:70].[OH-].[Na+]. (2) The reactants are Cl[C:2]1[C:11]2[C:6](=[CH:7][CH:8]=[C:9]3[S:14][CH:13]=[CH:12][C:10]3=2)[N:5]=[CH:4][C:3]=1[C:15]([O:17][CH2:18][CH3:19])=[O:16].[NH2:20][C:21]1[CH:26]=[CH:25][CH:24]=[CH:23][CH:22]=1. No catalyst specified. The product is [C:21]1([NH:20][C:2]2[C:11]3[C:6](=[CH:7][CH:8]=[C:9]4[S:14][CH:13]=[CH:12][C:10]4=3)[N:5]=[CH:4][C:3]=2[C:15]([O:17][CH2:18][CH3:19])=[O:16])[CH:26]=[CH:25][CH:24]=[CH:23][CH:22]=1. The yield is 0.280. (3) The reactants are [Cl:1][C:2]1[CH:29]=[CH:28][C:5]([CH2:6][O:7][C:8]2[C:9]([O:25][CH2:26][CH3:27])=[C:10]([CH:14]([C:16]3[C:24]4[C:19](=[N:20][CH:21]=[CH:22][CH:23]=4)[NH:18][CH:17]=3)[OH:15])[CH:11]=[CH:12][CH:13]=2)=[CH:4][CH:3]=1.CC(OI1(OC(C)=O)(OC(C)=O)OC(=O)C2C=CC=CC1=2)=O. The catalyst is O1CCCC1. The product is [Cl:1][C:2]1[CH:29]=[CH:28][C:5]([CH2:6][O:7][C:8]2[C:9]([O:25][CH2:26][CH3:27])=[C:10]([C:14]([C:16]3[C:24]4[C:19](=[N:20][CH:21]=[CH:22][CH:23]=4)[NH:18][CH:17]=3)=[O:15])[CH:11]=[CH:12][CH:13]=2)=[CH:4][CH:3]=1. The yield is 0.750. (4) The reactants are [CH:1]1([N:4]2[C:8]3[N:9]=[CH:10][N:11]=[CH:12][C:7]=3[C:6](I)=[CH:5]2)[CH2:3][CH2:2]1.[C:14]1([C:20](=[N:27][C:28]2[CH:29]=[C:30]([CH:37]=[CH:38][N:39]=2)[C:31](N(OC)C)=[O:32])[C:21]2[CH:26]=[CH:25][CH:24]=[CH:23][CH:22]=2)[CH:19]=[CH:18][CH:17]=[CH:16][CH:15]=1. No catalyst specified. The product is [CH:1]1([N:4]2[C:8]3[N:9]=[CH:10][N:11]=[CH:12][C:7]=3[C:6]([C:31]([C:30]3[CH:37]=[CH:38][N:39]=[C:28]([N:27]=[C:20]([C:14]4[CH:19]=[CH:18][CH:17]=[CH:16][CH:15]=4)[C:21]4[CH:26]=[CH:25][CH:24]=[CH:23][CH:22]=4)[CH:29]=3)=[O:32])=[CH:5]2)[CH2:3][CH2:2]1. The yield is 0.0700.